From a dataset of Forward reaction prediction with 1.9M reactions from USPTO patents (1976-2016). Predict the product of the given reaction. (1) The product is: [ClH:18].[NH:5]([C:6]1[CH:13]=[CH:12][C:9]([C:10]#[N:11])=[CH:8][C:7]=1[CH3:14])[NH2:1]. Given the reactants [N:1]([O-])=O.[Na+].[NH2:5][C:6]1[CH:13]=[CH:12][C:9]([C:10]#[N:11])=[CH:8][C:7]=1[CH3:14].O.O.[Sn](Cl)[Cl:18], predict the reaction product. (2) Given the reactants CO[C:3](=[O:24])[C:4]1[CH:9]=[CH:8][C:7]([O:10][CH2:11][C:12]2[C:13]([C:17]3[CH:22]=[CH:21][C:20]([F:23])=[CH:19][CH:18]=3)=[N:14][O:15][CH:16]=2)=[N:6][CH:5]=1.COC(=O)C1C=CC(OCC2C(C3C=CC=CC=3)=NOC=2C)=NC=1.[NH2:49][CH:50]([CH3:53])[CH2:51][OH:52], predict the reaction product. The product is: [F:23][C:20]1[CH:19]=[CH:18][C:17]([C:13]2[C:12]([CH2:11][O:10][C:7]3[CH:8]=[CH:9][C:4]([C:3]([NH:49][CH:50]([CH3:53])[CH2:51][OH:52])=[O:24])=[CH:5][N:6]=3)=[CH:16][O:15][N:14]=2)=[CH:22][CH:21]=1. (3) Given the reactants [C:1]1([C:7]2[O:11][N:10]=[C:9]([C:12]3[O:16][N:15]=[C:14]4[C:17]5[C:22]([CH2:23][CH2:24][C:13]=34)=[CH:21][C:20]([CH:25]=O)=[CH:19][CH:18]=5)[C:8]=2[C:27]([F:30])([F:29])[F:28])[CH:6]=[CH:5][CH:4]=[CH:3][CH:2]=1.[NH:31]([CH2:35][CH2:36][OH:37])[CH2:32][CH2:33][OH:34].C(O[BH-](OC(=O)C)OC(=O)C)(=[O:40])C.[Na+].C([BH3-])#N.[Na+].[OH2:56], predict the reaction product. The product is: [C:1]1([C:7]2[O:11][N:10]=[C:9]([C:12]3[O:16][N:15]=[C:14]4[C:17]5[C:22]([CH2:23][CH2:24][C:13]=34)=[CH:21][C:20]([CH2:25][N:31]([CH2:35][CH2:36][OH:37])[CH2:32][CH2:33][OH:34])=[CH:19][CH:18]=5)[C:8]=2[C:27]([F:29])([F:30])[F:28])[CH:2]=[CH:3][CH:4]=[CH:5][CH:6]=1.[C:8]([OH:40])([C:27]([F:30])([F:29])[F:28])=[O:56]. (4) Given the reactants C([N:3](CC)CC)C.ClC(OCC(C)C)=O.[S:16]1[CH:20]=[CH:19][C:18]2[C:21]([N:25]3[CH2:30][CH2:29][N:28]([CH2:31][CH2:32][CH2:33][O:34][C:35]4[C:44]5[C:39](=[CH:40][CH:41]=[CH:42][CH:43]=5)[N:38]=[C:37]([C:45](O)=[O:46])[CH:36]=4)[CH2:27][CH2:26]3)=[CH:22][CH:23]=[CH:24][C:17]1=2.N, predict the reaction product. The product is: [S:16]1[CH:20]=[CH:19][C:18]2[C:21]([N:25]3[CH2:30][CH2:29][N:28]([CH2:31][CH2:32][CH2:33][O:34][C:35]4[C:44]5[C:39](=[CH:40][CH:41]=[CH:42][CH:43]=5)[N:38]=[C:37]([C:45]([NH2:3])=[O:46])[CH:36]=4)[CH2:27][CH2:26]3)=[CH:22][CH:23]=[CH:24][C:17]1=2. (5) Given the reactants C(O[C:6]([N:8]1[CH2:13][CH2:12][N:11](C2C(=O)N(CC(C)C)N=C(C3C=CC(C)=C(F)C=3)C=2C)[CH2:10][CH2:9]1)=O)(C)(C)C.[CH:34]1([CH2:37][N:38]2[C:43](=[O:44])[C:42]([CH2:45]OS(C)(=O)=O)=[CH:41][C:40]([C:51]3[CH:56]=[CH:55][C:54]([O:57][CH3:58])=[C:53]([F:59])[CH:52]=3)=[N:39]2)[CH2:36][CH2:35]1.CN1CCNCC1, predict the reaction product. The product is: [CH:34]1([CH2:37][N:38]2[C:43](=[O:44])[C:42]([CH2:45][N:11]3[CH2:12][CH2:13][N:8]([CH3:6])[CH2:9][CH2:10]3)=[CH:41][C:40]([C:51]3[CH:56]=[CH:55][C:54]([O:57][CH3:58])=[C:53]([F:59])[CH:52]=3)=[N:39]2)[CH2:36][CH2:35]1.